From a dataset of Peptide-MHC class I binding affinity with 185,985 pairs from IEDB/IMGT. Regression. Given a peptide amino acid sequence and an MHC pseudo amino acid sequence, predict their binding affinity value. This is MHC class I binding data. (1) The MHC is HLA-B35:01 with pseudo-sequence HLA-B35:01. The peptide sequence is MSPDNALIY. The binding affinity (normalized) is 0.808. (2) The peptide sequence is KIMDYGKYK. The MHC is HLA-B40:01 with pseudo-sequence HLA-B40:01. The binding affinity (normalized) is 0.0847. (3) The peptide sequence is FLKKLHEEEI. The MHC is HLA-A68:02 with pseudo-sequence HLA-A68:02. The binding affinity (normalized) is 0.132. (4) The peptide sequence is TSMLTDPSHI. The MHC is Patr-B0101 with pseudo-sequence Patr-B0101. The binding affinity (normalized) is 0.745. (5) The peptide sequence is APKEFRGAL. The MHC is HLA-A02:06 with pseudo-sequence HLA-A02:06. The binding affinity (normalized) is 0.0847. (6) The MHC is HLA-B44:03 with pseudo-sequence HLA-B44:03. The binding affinity (normalized) is 0.422. The peptide sequence is AELLPDTTY. (7) The peptide sequence is RIASILSLET. The MHC is HLA-A02:01 with pseudo-sequence HLA-A02:01. The binding affinity (normalized) is 0.363. (8) The peptide sequence is MIYELCTFR. The MHC is HLA-B15:09 with pseudo-sequence HLA-B15:09. The binding affinity (normalized) is 0.0847. (9) The peptide sequence is TINYTIFK. The MHC is HLA-A03:01 with pseudo-sequence HLA-A03:01. The binding affinity (normalized) is 0.439. (10) The peptide sequence is HVPTRGTAM. The MHC is HLA-A03:01 with pseudo-sequence HLA-A03:01. The binding affinity (normalized) is 0.0847.